Dataset: Full USPTO retrosynthesis dataset with 1.9M reactions from patents (1976-2016). Task: Predict the reactants needed to synthesize the given product. Given the product [CH3:1][S:2]([C:5]1[CH:6]=[C:7]([C:11]([F:12])([F:13])[F:14])[CH:8]=[C:9]([N+:15]([O-:17])=[O:16])[CH:10]=1)(=[O:4])=[O:3], predict the reactants needed to synthesize it. The reactants are: [CH3:1][S:2]([C:5]1[CH:10]=[CH:9][CH:8]=[C:7]([C:11]([F:14])([F:13])[F:12])[CH:6]=1)(=[O:4])=[O:3].[N+:15]([O-])([OH:17])=[O:16].